From a dataset of Catalyst prediction with 721,799 reactions and 888 catalyst types from USPTO. Predict which catalyst facilitates the given reaction. (1) Reactant: B(Br)(Br)Br.[Cl:5][C:6]1[CH:11]=[CH:10][C:9]([O:12]C)=[C:8]([I:14])[CH:7]=1.O. Product: [Cl:5][C:6]1[CH:11]=[CH:10][C:9]([OH:12])=[C:8]([I:14])[CH:7]=1. The catalyst class is: 4. (2) Reactant: C[Al](C)C.[CH:5]1([NH2:8])[CH2:7][CH2:6]1.C[O:10][C:11](=O)[C:12]1[CH:17]=[CH:16][C:15]([O:18][CH2:19][C:20]2[C:21]([C:27]3[CH:32]=[CH:31][C:30]([F:33])=[CH:29][CH:28]=3)=[N:22][O:23][C:24]=2[CH2:25][OH:26])=[N:14][CH:13]=1. Product: [CH:5]1([NH:8][C:11](=[O:10])[C:12]2[CH:17]=[CH:16][C:15]([O:18][CH2:19][C:20]3[C:21]([C:27]4[CH:28]=[CH:29][C:30]([F:33])=[CH:31][CH:32]=4)=[N:22][O:23][C:24]=3[CH2:25][OH:26])=[N:14][CH:13]=2)[CH2:7][CH2:6]1. The catalyst class is: 12. (3) Reactant: [NH:1]1[C:9]2[C:4](=[CH:5][CH:6]=[CH:7][CH:8]=2)[C:3]([CH2:10][CH2:11][N:12]2[CH2:17][CH2:16][O:15][CH2:14][CH2:13]2)=[CH:2]1.I[C:19]1[CH:24]=[CH:23][C:22](/[CH:25]=[CH:26]/[C:27]([O:29][CH2:30][CH3:31])=[O:28])=[CH:21][CH:20]=1.P([O-])([O-])([O-])=O.[K+].[K+].[K+]. Product: [O:15]1[CH2:16][CH2:17][N:12]([CH2:11][CH2:10][C:3]2[C:4]3[C:9](=[CH:8][CH:7]=[CH:6][CH:5]=3)[N:1]([C:19]3[CH:24]=[CH:23][C:22](/[CH:25]=[CH:26]/[C:27]([O:29][CH2:30][CH3:31])=[O:28])=[CH:21][CH:20]=3)[CH:2]=2)[CH2:13][CH2:14]1. The catalyst class is: 3. (4) Reactant: [NH:1]1[C:9]2[C:4](=[C:5]([N:10]3[CH2:15][CH2:14][N:13]([CH2:16][CH:17]4[CH2:26][CH2:25][C:24]5[C:19](=[CH:20][CH:21]=[CH:22][CH:23]=5)[NH:18]4)[CH2:12][CH2:11]3)[CH:6]=[CH:7][CH:8]=2)[CH:3]=[CH:2]1.CCN(C(C)C)C(C)C.[CH:36]1([C:42](Cl)=[O:43])[CH2:41][CH2:40][CH2:39][CH2:38][CH2:37]1. Product: [CH:36]1([C:42]([N:18]2[C:19]3[C:24](=[CH:23][CH:22]=[CH:21][CH:20]=3)[CH2:25][CH2:26][CH:17]2[CH2:16][N:13]2[CH2:14][CH2:15][N:10]([C:5]3[CH:6]=[CH:7][CH:8]=[C:9]4[C:4]=3[CH:3]=[CH:2][NH:1]4)[CH2:11][CH2:12]2)=[O:43])[CH2:41][CH2:40][CH2:39][CH2:38][CH2:37]1. The catalyst class is: 11. (5) Reactant: [C:1]([O:9][C@@H:10]1[CH2:18][C@@H:13]2[O:14][C:15](=[O:17])[CH2:16][C@@H:12]2[C@H:11]1/[CH:19]=[CH:20]/[C:21](=[O:29])[C:22]([F:28])([F:27])[CH2:23][CH2:24][CH2:25][CH3:26])(=[O:8])[C:2]1[CH:7]=[CH:6][CH:5]=[CH:4][CH:3]=1. Product: [C:1]([O:9][C@@H:10]1[CH2:18][C@@H:13]2[O:14][C:15](=[O:17])[CH2:16][C@@H:12]2[C@H:11]1[CH2:19][CH2:20][C:21](=[O:29])[C:22]([F:27])([F:28])[CH2:23][CH2:24][CH2:25][CH3:26])(=[O:8])[C:2]1[CH:3]=[CH:4][CH:5]=[CH:6][CH:7]=1. The catalyst class is: 13. (6) Reactant: C(O[C:6](=[O:41])[CH2:7][NH:8][C:9]([C:11]1[N:15]2[C@:16]([CH3:40])([CH2:28][C:29]3[CH:34]=[CH:33][C:32]([O:35][C:36]([F:39])([F:38])[F:37])=[CH:31][CH:30]=3)[C:17](=[O:27])[N:18]([C:19]3[CH:24]=[C:23]([Cl:25])[CH:22]=[C:21]([Cl:26])[CH:20]=3)[C:14]2=[N:13][CH:12]=1)=[O:10])(C)(C)C.Cl.O1CCOCC1.[NH:49]1[CH2:53][CH2:52][C@@H:51]([C:54]2[N:55]=[N:56][NH:57][N:58]=2)[CH2:50]1.C1C=NC2N(O)N=NC=2C=1.C(N(CC)CC)C.CN(C(ON1N=NC2C=CC=NC1=2)=[N+](C)C)C.F[P-](F)(F)(F)(F)F. Product: [Cl:26][C:21]1[CH:20]=[C:19]([N:18]2[C:17](=[O:27])[C@@:16]([CH3:40])([CH2:28][C:29]3[CH:30]=[CH:31][C:32]([O:35][C:36]([F:39])([F:38])[F:37])=[CH:33][CH:34]=3)[N:15]3[C:11]([C:9]([NH:8][CH2:7][C:6](=[O:41])[N:49]4[CH2:53][CH2:52][C@@H:51]([C:54]5[N:55]=[N:56][NH:57][N:58]=5)[CH2:50]4)=[O:10])=[CH:12][N:13]=[C:14]23)[CH:24]=[C:23]([Cl:25])[CH:22]=1. The catalyst class is: 2. (7) Reactant: [CH2:1]([O:4][C:5]1[CH:6]=[C:7]([OH:12])[CH:8]=[C:9]([OH:11])[CH:10]=1)[CH2:2][CH3:3].[C:13](=[O:16])([O-])[O-].[K+].[K+].Br[CH2:20][CH2:21][CH2:22]OC.Cl. Product: [CH3:13][O:16][CH2:3][CH2:2][CH2:1][O:4][C:5]1[CH:10]=[C:9]([OH:11])[CH:8]=[C:7]([O:12][CH2:20][CH2:21][CH3:22])[CH:6]=1. The catalyst class is: 18. (8) Reactant: [Cl:1][C:2]1[C:3]2[C:4]3[CH2:15][N:14]([CH3:16])[CH2:13][CH2:12][C:5]=3[NH:6][C:7]=2[CH:8]=[CH:9][C:10]=1[CH3:11].ClC1C(C)=CC2C3CN(C)CCC=3NC=2C=1.[H-].[Na+].[CH3:35][C:36]1([C:39]2[CH:40]=[N:41][CH:42]=[CH:43][CH:44]=2)[CH2:38][O:37]1. Product: [Cl:1][C:2]1[C:3]2[C:4]3[CH2:15][N:14]([CH3:16])[CH2:13][CH2:12][C:5]=3[N:6]([CH2:35][C:36]([C:39]3[CH:40]=[N:41][CH:42]=[CH:43][CH:44]=3)([OH:37])[CH3:38])[C:7]=2[CH:8]=[CH:9][C:10]=1[CH3:11]. The catalyst class is: 3. (9) The catalyst class is: 1. Reactant: [CH2:1]([O:3][C:4]([CH2:6][C@H:7]1[CH2:12][CH2:11][C@H:10]([C:13](O)=[O:14])[CH2:9][CH2:8]1)=[O:5])[CH3:2]. Product: [CH2:1]([O:3][C:4](=[O:5])[CH2:6][C@H:7]1[CH2:12][CH2:11][C@H:10]([CH2:13][OH:14])[CH2:9][CH2:8]1)[CH3:2]. (10) Reactant: [CH3:1][O:2][C:3]1[CH:4]=[C:5]([N:12]2[CH2:17][CH2:16][CH:15]([NH2:18])[C:14]([CH3:20])([CH3:19])[CH2:13]2)[CH:6]=[CH:7][C:8]=1[N+:9]([O-])=O. Product: [NH2:9][C:8]1[CH:7]=[CH:6][C:5]([N:12]2[CH2:17][CH2:16][CH:15]([NH2:18])[C:14]([CH3:19])([CH3:20])[CH2:13]2)=[CH:4][C:3]=1[O:2][CH3:1]. The catalyst class is: 19.